From a dataset of NCI-60 drug combinations with 297,098 pairs across 59 cell lines. Regression. Given two drug SMILES strings and cell line genomic features, predict the synergy score measuring deviation from expected non-interaction effect. (1) Drug 1: CN(C)N=NC1=C(NC=N1)C(=O)N. Drug 2: CCCCCOC(=O)NC1=NC(=O)N(C=C1F)C2C(C(C(O2)C)O)O. Cell line: UACC-257. Synergy scores: CSS=-5.49, Synergy_ZIP=3.04, Synergy_Bliss=0.412, Synergy_Loewe=-4.72, Synergy_HSA=-5.38. (2) Drug 1: CC(C1=C(C=CC(=C1Cl)F)Cl)OC2=C(N=CC(=C2)C3=CN(N=C3)C4CCNCC4)N. Drug 2: C#CCC(CC1=CN=C2C(=N1)C(=NC(=N2)N)N)C3=CC=C(C=C3)C(=O)NC(CCC(=O)O)C(=O)O. Cell line: MDA-MB-435. Synergy scores: CSS=8.57, Synergy_ZIP=-3.93, Synergy_Bliss=-7.44, Synergy_Loewe=-11.6, Synergy_HSA=-10.1. (3) Drug 1: C1=CC(=CC=C1C#N)C(C2=CC=C(C=C2)C#N)N3C=NC=N3. Drug 2: CC=C1C(=O)NC(C(=O)OC2CC(=O)NC(C(=O)NC(CSSCCC=C2)C(=O)N1)C(C)C)C(C)C. Cell line: SF-295. Synergy scores: CSS=34.8, Synergy_ZIP=-1.48, Synergy_Bliss=-0.843, Synergy_Loewe=-61.6, Synergy_HSA=-3.78.